This data is from Forward reaction prediction with 1.9M reactions from USPTO patents (1976-2016). The task is: Predict the product of the given reaction. Given the reactants C(OC([N:8]1[CH2:12][CH:11]2[CH2:13][C:14](=[O:16])[CH2:15][CH:10]2[CH2:9]1)=O)(C)(C)C.FC(F)(F)C(O)=O, predict the reaction product. The product is: [CH2:9]1[CH:10]2[CH2:15][C:14](=[O:16])[CH2:13][CH:11]2[CH2:12][NH:8]1.